From a dataset of Catalyst prediction with 721,799 reactions and 888 catalyst types from USPTO. Predict which catalyst facilitates the given reaction. (1) Reactant: [Br:1][C:2]1[CH:7]=[CH:6][C:5]([C:8]2[N:13]=[C:12](SCC)[N:11]3[CH:17]=[CH:18][N:19]=[C:10]3[CH:9]=2)=[CH:4][CH:3]=1.C[OH:21].[OH-].[K+].Cl. Product: [Br:1][C:2]1[CH:7]=[CH:6][C:5]([C:8]2[NH:13][C:12](=[O:21])[N:11]3[CH:17]=[CH:18][N:19]=[C:10]3[CH:9]=2)=[CH:4][CH:3]=1. The catalyst class is: 6. (2) Reactant: [CH3:1][O:2][C:3]1[C:11]([O:12][CH2:13][C:14]2[CH:19]=[CH:18][CH:17]=[CH:16][CH:15]=2)=[CH:10][C:6]([C:7]([NH2:9])=[O:8])=[C:5]([NH:20][C:21](=O)[C:22]2[CH:27]=[CH:26][CH:25]=[C:24]([N+:28]([O-:30])=[O:29])[CH:23]=2)[CH:4]=1.Cl. Product: [CH2:13]([O:12][C:11]1[CH:10]=[C:6]2[C:5](=[CH:4][C:3]=1[O:2][CH3:1])[N:20]=[C:21]([C:22]1[CH:27]=[CH:26][CH:25]=[C:24]([N+:28]([O-:30])=[O:29])[CH:23]=1)[NH:9][C:7]2=[O:8])[C:14]1[CH:19]=[CH:18][CH:17]=[CH:16][CH:15]=1. The catalyst class is: 74. (3) Reactant: [N+:1]([C:4]1[C:5]([O:10][C@H:11]([CH3:16])[C:12]([O:14]C)=[O:13])=[N:6][CH:7]=[CH:8][CH:9]=1)([O-:3])=[O:2].[OH-].[Na+].Cl. Product: [N+:1]([C:4]1[C:5]([O:10][C@H:11]([CH3:16])[C:12]([OH:14])=[O:13])=[N:6][CH:7]=[CH:8][CH:9]=1)([O-:3])=[O:2]. The catalyst class is: 5.